Dataset: Reaction yield outcomes from USPTO patents with 853,638 reactions. Task: Predict the reaction yield, written as a fraction of the theoretical maximum amount of product (1.0 means a 100% yield; for example, 0.34 means a 34% yield). The reactants are [Cl:1][C:2]1[CH:18]=[CH:17][C:5]2[CH2:6][CH2:7][N:8]([C:11](=[O:16])[C:12]([F:15])([F:14])[F:13])[CH2:9][CH2:10][C:4]=2[C:3]=1OS(C(F)(F)F)(=O)=O.[NH2:27][CH2:28][C:29]1[CH:45]=[CH:44][C:32]([C:33]([NH:35][CH2:36][CH2:37][C:38]2[CH:43]=[CH:42][CH:41]=[CH:40][N:39]=2)=[O:34])=[CH:31][CH:30]=1.C1C=CC(P(C2C(C3C(P(C4C=CC=CC=4)C4C=CC=CC=4)=CC=C4C=3C=CC=C4)=C3C(C=CC=C3)=CC=2)C2C=CC=CC=2)=CC=1.C(=O)([O-])[O-].[Cs+].[Cs+]. The catalyst is O1CCOCC1.C([O-])(=O)C.[Pd+2].C([O-])(=O)C.C1C=CC(/C=C/C(/C=C/C2C=CC=CC=2)=O)=CC=1.C1C=CC(/C=C/C(/C=C/C2C=CC=CC=2)=O)=CC=1.C1C=CC(/C=C/C(/C=C/C2C=CC=CC=2)=O)=CC=1.[Pd].[Pd]. The product is [Cl:1][C:2]1[CH:18]=[CH:17][C:5]2[CH2:6][CH2:7][N:8]([C:11](=[O:16])[C:12]([F:15])([F:14])[F:13])[CH2:9][CH2:10][C:4]=2[C:3]=1[NH:27][CH2:28][C:29]1[CH:45]=[CH:44][C:32]([C:33](=[O:34])[NH:35][CH2:36][CH2:37][C:38]2[CH:43]=[CH:42][CH:41]=[CH:40][N:39]=2)=[CH:31][CH:30]=1. The yield is 0.430.